This data is from Catalyst prediction with 721,799 reactions and 888 catalyst types from USPTO. The task is: Predict which catalyst facilitates the given reaction. (1) Product: [NH2:15][C:10]1[N:11]=[C:12]([CH3:14])[N:13]=[C:8]([C:7]2[C:2]([NH:21][C:22]3[CH:23]=[C:24]([NH:29][S:30]([CH3:33])(=[O:32])=[O:31])[C:25]([Cl:28])=[N:26][CH:27]=3)=[N:3][CH:4]=[C:5]([O:16][CH2:17][CH2:18][O:19][CH3:20])[CH:6]=2)[N:9]=1. The catalyst class is: 3. Reactant: F[C:2]1[C:7]([C:8]2[N:13]=[C:12]([CH3:14])[N:11]=[C:10]([NH2:15])[N:9]=2)=[CH:6][C:5]([O:16][CH2:17][CH2:18][O:19][CH3:20])=[CH:4][N:3]=1.[NH2:21][C:22]1[CH:23]=[C:24]([NH:29][S:30]([CH3:33])(=[O:32])=[O:31])[C:25]([Cl:28])=[N:26][CH:27]=1.C[Si]([N-][Si](C)(C)C)(C)C.[Na+].[NH4+].[Cl-]. (2) Reactant: [CH3:1][C:2]1[CH:22]=[CH:21][C:5]([NH:6][C:7]2[S:11][C:10]3[CH:12]=[CH:13][CH:14]=[CH:15][C:9]=3[C:8]=2[C:16]([O:18][CH2:19][CH3:20])=[O:17])=[C:4]([N+:23]([O-])=O)[CH:3]=1.[H][H]. Product: [NH2:23][C:4]1[CH:3]=[C:2]([CH3:1])[CH:22]=[CH:21][C:5]=1[NH:6][C:7]1[S:11][C:10]2[CH:12]=[CH:13][CH:14]=[CH:15][C:9]=2[C:8]=1[C:16]([O:18][CH2:19][CH3:20])=[O:17]. The catalyst class is: 849. (3) Reactant: N[C:2]1[CH:7]=[CH:6][C:5]([C:8]2[CH2:12][C:11]([C:17]3[CH:22]=[C:21]([Cl:23])[CH:20]=[C:19]([Cl:24])[CH:18]=3)([C:13]([F:16])([F:15])[F:14])[O:10][N:9]=2)=[CH:4][C:3]=1[O:25][CH:26]([F:28])[F:27].Cl.N([O-])=O.[Na+].[I-:34].[K+].NC(N)=O.S([O-])([O-])=O.[Na+].[Na+]. Product: [Cl:24][C:19]1[CH:18]=[C:17]([C:11]2([C:13]([F:16])([F:15])[F:14])[O:10][N:9]=[C:8]([C:5]3[CH:6]=[CH:7][C:2]([I:34])=[C:3]([O:25][CH:26]([F:28])[F:27])[CH:4]=3)[CH2:12]2)[CH:22]=[C:21]([Cl:23])[CH:20]=1. The catalyst class is: 192. (4) Reactant: [Cl:1][C:2]1[C:3]2[C:10]([C:11]3[CH:16]=[CH:15][C:14]([O:17][CH2:18][CH2:19][N:20]4[CH2:25][CH2:24][N:23]([CH3:26])[CH2:22][CH2:21]4)=[C:13]([Cl:27])[C:12]=3[CH3:28])=[CH:9][S:8][C:4]=2[N:5]=[CH:6][N:7]=1.C([N-]C(C)C)(C)C.[Li+].[I:37]I. Product: [Cl:1][C:2]1[C:3]2[C:10]([C:11]3[CH:16]=[CH:15][C:14]([O:17][CH2:18][CH2:19][N:20]4[CH2:25][CH2:24][N:23]([CH3:26])[CH2:22][CH2:21]4)=[C:13]([Cl:27])[C:12]=3[CH3:28])=[C:9]([I:37])[S:8][C:4]=2[N:5]=[CH:6][N:7]=1. The catalyst class is: 1. (5) Reactant: [CH3:1][O:2][C:3](=[O:22])[CH2:4][O:5][C:6]1[C:14]2[O:13][C:12]([NH:15][CH:16]3[CH2:21][CH2:20][NH:19][CH2:18][CH2:17]3)=[N:11][C:10]=2[CH:9]=[CH:8][CH:7]=1.[CH2:23]([O:25][C:26]1[CH:27]=[C:28]([CH:31]=[C:32]([O:39][CH2:40][CH3:41])[C:33]=1[N:34]1[CH:38]=[CH:37][CH:36]=[CH:35]1)[CH:29]=O)[CH3:24].C([BH3-])#N.[Na+].C(N(C(C)C)C(C)C)C. The catalyst class is: 212. Product: [CH3:1][O:2][C:3](=[O:22])[CH2:4][O:5][C:6]1[C:14]2[O:13][C:12]([NH:15][CH:16]3[CH2:21][CH2:20][N:19]([CH2:29][C:28]4[CH:31]=[C:32]([O:39][CH2:40][CH3:41])[C:33]([N:34]5[CH:38]=[CH:37][CH:36]=[CH:35]5)=[C:26]([O:25][CH2:23][CH3:24])[CH:27]=4)[CH2:18][CH2:17]3)=[N:11][C:10]=2[CH:9]=[CH:8][CH:7]=1. (6) Reactant: [CH2:1]([N:4]1[CH2:9][CH2:8][O:7][C:6]2[CH:10]=[CH:11][C:12]([C:15]3[N:20]4[N:21]=[C:22]([C:24]5[CH:29]=[CH:28][CH:27]=[C:26](Br)[CH:25]=5)[CH:23]=[C:19]4[N:18]=[C:17]([CH3:31])[C:16]=3[C@H:32]([O:37][C:38]([CH3:41])([CH3:40])[CH3:39])[C:33]([O:35][CH3:36])=[O:34])=[C:13]([Cl:14])[C:5]1=2)[CH:2]=[CH2:3].[CH2:42]([C:46]1[CH:51]=[CH:50][CH:49]=[CH:48][C:47]=1B(O)O)[CH2:43][CH:44]=[CH2:45].C([O-])([O-])=O.[Na+].[Na+]. Product: [CH2:1]([N:4]1[CH2:9][CH2:8][O:7][C:6]2[CH:10]=[CH:11][C:12]([C:15]3[N:20]4[N:21]=[C:22]([C:24]5[CH:25]=[C:26]([C:47]6[CH:48]=[CH:49][CH:50]=[CH:51][C:46]=6[CH2:42][CH2:43][CH:44]=[CH2:45])[CH:27]=[CH:28][CH:29]=5)[CH:23]=[C:19]4[N:18]=[C:17]([CH3:31])[C:16]=3[C@H:32]([O:37][C:38]([CH3:41])([CH3:40])[CH3:39])[C:33]([O:35][CH3:36])=[O:34])=[C:13]([Cl:14])[C:5]1=2)[CH:2]=[CH2:3]. The catalyst class is: 128. (7) The catalyst class is: 22. Reactant: [C@H:1]1([NH2:8])[CH2:6][CH2:5][C@H:4]([NH2:7])[CH2:3][CH2:2]1.[C:9](O[C:9]([O:11][C:12]([CH3:15])([CH3:14])[CH3:13])=[O:10])([O:11][C:12]([CH3:15])([CH3:14])[CH3:13])=[O:10]. Product: [C:12]([O:11][C:9](=[O:10])[NH:7][C@H:4]1[CH2:5][CH2:6][C@H:1]([NH2:8])[CH2:2][CH2:3]1)([CH3:15])([CH3:14])[CH3:13].